Dataset: Peptide-MHC class II binding affinity with 134,281 pairs from IEDB. Task: Regression. Given a peptide amino acid sequence and an MHC pseudo amino acid sequence, predict their binding affinity value. This is MHC class II binding data. (1) The peptide sequence is GSHYKITGTATGVDM. The MHC is DRB1_1302 with pseudo-sequence DRB1_1302. The binding affinity (normalized) is 0.242. (2) The MHC is DRB1_0901 with pseudo-sequence DRB1_0901. The binding affinity (normalized) is 0.552. The peptide sequence is FGQNTSAIAAAEAQY. (3) The peptide sequence is RRGVRSLSNKIKQKTHHHHHH. The MHC is HLA-DQA10501-DQB10302 with pseudo-sequence HLA-DQA10501-DQB10302. The binding affinity (normalized) is 0. (4) The peptide sequence is LVKYVNGDGDVVAVD. The MHC is DRB1_1001 with pseudo-sequence DRB1_1001. The binding affinity (normalized) is 0.335. (5) The MHC is DRB1_1302 with pseudo-sequence DRB1_1302. The binding affinity (normalized) is 0. The peptide sequence is HRLMSAAVKDERAVH. (6) The MHC is DRB1_1201 with pseudo-sequence DRB1_1201. The peptide sequence is KVAATAANAAPANDKFTVFE. The binding affinity (normalized) is 0.